This data is from Full USPTO retrosynthesis dataset with 1.9M reactions from patents (1976-2016). The task is: Predict the reactants needed to synthesize the given product. (1) Given the product [O:4]1[C:8]2=[C:9]([N:13]3[CH2:18][CH2:17][N:16]([CH2:19][CH2:20][C@H:21]4[CH2:26][CH2:25][C@H:24]([NH:27][C:29](=[O:28])[CH2:30][OH:31])[CH2:23][CH2:22]4)[CH2:15][CH2:14]3)[N:10]=[CH:11][CH:12]=[C:7]2[CH2:6][CH2:5]1, predict the reactants needed to synthesize it. The reactants are: Cl.Cl.Cl.[O:4]1[C:8]2=[C:9]([N:13]3[CH2:18][CH2:17][N:16]([CH2:19][CH2:20][C@H:21]4[CH2:26][CH2:25][C@H:24]([NH2:27])[CH2:23][CH2:22]4)[CH2:15][CH2:14]3)[N:10]=[CH:11][CH:12]=[C:7]2[CH2:6][CH2:5]1.[OH:28][CH2:29][C:30](O)=[O:31]. (2) Given the product [C:57]([O:61][C:62]([N:64]1[CH2:67][CH:66]([CH2:68][NH:69][C:26](=[O:27])[C:25]2[CH:29]=[CH:30][C:22]([NH:21][C:19]3[N:18]=[CH:17][C:8]4[N:9]([CH3:16])[C:10](=[O:15])[C:11]([F:13])([F:14])[CH2:12][N:6]([CH:1]5[CH2:5][CH2:4][CH2:3][CH2:2]5)[C:7]=4[N:20]=3)=[C:23]([O:31][CH3:32])[CH:24]=2)[CH2:65]1)=[O:63])([CH3:60])([CH3:59])[CH3:58], predict the reactants needed to synthesize it. The reactants are: [CH:1]1([N:6]2[CH2:12][C:11]([F:14])([F:13])[C:10](=[O:15])[N:9]([CH3:16])[C:8]3[CH:17]=[N:18][C:19]([NH:21][C:22]4[CH:30]=[CH:29][C:25]([C:26](O)=[O:27])=[CH:24][C:23]=4[O:31][CH3:32])=[N:20][C:7]2=3)[CH2:5][CH2:4][CH2:3][CH2:2]1.F[P-](F)(F)(F)(F)F.CN(C(N(C)C)=[N+]1C2C(=NC=CC=2)[N+]([O-])=N1)C.[C:57]([O:61][C:62]([N:64]1[CH2:67][CH:66]([CH2:68][NH2:69])[CH2:65]1)=[O:63])([CH3:60])([CH3:59])[CH3:58].[OH-].[Na+]. (3) Given the product [Cl:1][C:2]1[C:10]([F:11])=[CH:9][CH:8]=[CH:7][C:3]=1[C:4]([NH:35][CH2:34][C:24]12[CH2:33][CH:28]3[CH2:27][CH:26]([CH2:32][CH:30]([CH2:29]3)[CH2:31]1)[CH2:25]2)=[O:6], predict the reactants needed to synthesize it. The reactants are: [Cl:1][C:2]1[C:10]([F:11])=[CH:9][CH:8]=[CH:7][C:3]=1[C:4]([OH:6])=O.C(N1C=CN=C1)(N1C=CN=C1)=O.[C:24]12([CH2:34][NH2:35])[CH2:33][CH:28]3[CH2:29][CH:30]([CH2:32][CH:26]([CH2:27]3)[CH2:25]1)[CH2:31]2.